This data is from Forward reaction prediction with 1.9M reactions from USPTO patents (1976-2016). The task is: Predict the product of the given reaction. (1) The product is: [CH:28]1([CH2:33][CH:34]([C:38]2[CH:43]=[CH:42][C:41]([S:44]([CH3:47])(=[O:46])=[O:45])=[C:40]([F:48])[CH:39]=2)[C:35]([NH:49][C:50]2[S:51][CH:52]=[CH:53][N:54]=2)=[O:37])[CH2:29][CH2:30][CH2:31][CH2:32]1. Given the reactants C1(P(C2C=CC=CC=2)C2C=CC=CC=2)C=CC=CC=1.BrN1C(=O)CCC1=O.[CH:28]1([CH2:33][CH:34]([C:38]2[CH:43]=[CH:42][C:41]([S:44]([CH3:47])(=[O:46])=[O:45])=[C:40]([F:48])[CH:39]=2)[C:35]([OH:37])=O)[CH2:32][CH2:31][CH2:30][CH2:29]1.[NH2:49][C:50]1[S:51][CH:52]=[CH:53][N:54]=1, predict the reaction product. (2) The product is: [C:3]([CH2:5][CH2:6][C:7]1[N:11]([CH2:12][C:13]2[CH:30]=[CH:29][C:16]3/[C:17](=[CH:26]/[C:27]#[N:28])/[C:18]4[CH:25]=[CH:24][CH:23]=[CH:22][C:19]=4[CH2:20][CH2:21][C:15]=3[CH:14]=2)[C:10]2[CH:31]=[C:32]([C:36]3[CH:37]=[CH:38][CH:39]=[CH:40][CH:41]=3)[CH:33]=[C:34]([CH3:35])[C:9]=2[N:8]=1)([OH:4])=[O:2]. Given the reactants C[O:2][C:3]([CH2:5][CH2:6][C:7]1[N:11]([CH2:12][C:13]2[CH:30]=[CH:29][C:16]3/[C:17](=[CH:26]/[C:27]#[N:28])/[C:18]4[CH:25]=[CH:24][CH:23]=[CH:22][C:19]=4[CH2:20][CH2:21][C:15]=3[CH:14]=2)[C:10]2[CH:31]=[C:32]([C:36]3[CH:41]=[CH:40][CH:39]=[CH:38][CH:37]=3)[CH:33]=[C:34]([CH3:35])[C:9]=2[N:8]=1)=[O:4].[OH-].[Na+], predict the reaction product. (3) Given the reactants C(N(C(C)C)CC)(C)C.[CH:10]1[CH:11]=[CH:12][C:13]2[N:18]([OH:19])[N:17]=[N:16][C:14]=2[CH:15]=1.[Cl:20][CH2:21][CH2:22][CH2:23][CH:24]([C:28]1[CH:33]=[C:32]([F:34])[C:31]([F:35])=[C:30]([F:36])[CH:29]=1)[C:25]([OH:27])=[O:26].[C:37]([O:41][C:42]([CH3:45])([CH3:44])[CH3:43])(=[O:40])[NH:38][NH2:39].O.C(=O)(O)[O-].[Na+], predict the reaction product. The product is: [Cl:20][CH2:21][CH2:22][CH2:23][CH:24]([C:28]1[CH:33]=[C:32]([F:34])[C:31]([F:35])=[C:30]([F:36])[CH:29]=1)[C:25]([NH:39][NH:38][C:37]([O:41][C:42]([CH3:45])([CH3:44])[CH3:43])=[O:40])=[O:27].[N:18]1([O:19][CH2:21][CH2:22][CH2:23][CH:24]([C:28]2[CH:29]=[C:30]([F:36])[C:31]([F:35])=[C:32]([F:34])[CH:33]=2)[C:25]([NH:39][NH:38][C:37]([O:41][C:42]([CH3:45])([CH3:44])[CH3:43])=[O:40])=[O:26])[C:13]2[CH:12]=[CH:11][CH:10]=[CH:15][C:14]=2[N:16]=[N:17]1.